The task is: Regression. Given two drug SMILES strings and cell line genomic features, predict the synergy score measuring deviation from expected non-interaction effect.. This data is from NCI-60 drug combinations with 297,098 pairs across 59 cell lines. Drug 1: C1CC(C1)(C(=O)O)C(=O)O.[NH2-].[NH2-].[Pt+2]. Drug 2: C1CN1C2=NC(=NC(=N2)N3CC3)N4CC4. Cell line: MALME-3M. Synergy scores: CSS=21.0, Synergy_ZIP=-5.97, Synergy_Bliss=0.249, Synergy_Loewe=-8.90, Synergy_HSA=0.468.